Predict the reactants needed to synthesize the given product. From a dataset of Full USPTO retrosynthesis dataset with 1.9M reactions from patents (1976-2016). (1) Given the product [F:1][C:2]1[CH:7]=[CH:6][C:5]([C:8]2[CH:9]([C:20]3[CH:21]=[CH:22][C:23]([I:26])=[CH:24][CH:25]=3)[O:10][C:11]3[C:16]([C:17]=2[CH3:18])=[CH:15][CH:14]=[C:13]([O:19][CH:28]2[CH2:29][CH2:30][CH2:31][CH2:32][O:27]2)[CH:12]=3)=[CH:4][CH:3]=1, predict the reactants needed to synthesize it. The reactants are: [F:1][C:2]1[CH:7]=[CH:6][C:5]([C:8]2[CH:9]([C:20]3[CH:25]=[CH:24][C:23]([I:26])=[CH:22][CH:21]=3)[O:10][C:11]3[C:16]([C:17]=2[CH3:18])=[CH:15][CH:14]=[C:13]([OH:19])[CH:12]=3)=[CH:4][CH:3]=1.[O:27]1[CH:32]=[CH:31][CH2:30][CH2:29][CH2:28]1.CC1C=CC(S([O-])(=O)=O)=CC=1.C1C=C[NH+]=CC=1. (2) Given the product [CH3:19][O:18][C:14]1[N:13]=[C:12]([C:11]2[C:5]([C:6]([O:8][CH2:9][CH3:10])=[O:7])=[CH:4][NH:23][N:22]=2)[CH:17]=[CH:16][CH:15]=1, predict the reactants needed to synthesize it. The reactants are: C(O/[CH:4]=[C:5](\[C:11](=O)[C:12]1[CH:17]=[CH:16][CH:15]=[C:14]([O:18][CH3:19])[N:13]=1)/[C:6]([O:8][CH2:9][CH3:10])=[O:7])C.O.[NH2:22][NH2:23]. (3) Given the product [O:14]=[C:4]1[CH2:3][C:11]2[C:6](=[CH:7][CH:8]=[C:9]([C:12]#[N:13])[CH:10]=2)[NH:5]1, predict the reactants needed to synthesize it. The reactants are: CS[CH:3]1[C:11]2[C:6](=[CH:7][CH:8]=[C:9]([C:12]#[N:13])[CH:10]=2)[NH:5][C:4]1=[O:14]. (4) Given the product [CH2:1]=[CH:2][CH3:3].[CH2:7]([OH:12])[CH2:8][CH2:9][CH2:10][OH:11], predict the reactants needed to synthesize it. The reactants are: [CH2:1](O)[CH2:2][CH2:3]CO.[C:7]1(=O)[O:12][C:10](=[O:11])[CH:9]=[CH:8]1.C#C. (5) Given the product [CH2:1]([O:8][CH:9]1[C:17]([CH3:19])([CH3:18])[CH2:16][C:15]2[N:14]([C:20]3[CH:25]=[C:24]([I:26])[CH:23]=[CH:22][N:21]=3)[N:13]=[C:12]([C:27]([NH2:34])=[O:29])[C:11]=2[CH2:10]1)[C:2]1[CH:7]=[CH:6][CH:5]=[CH:4][CH:3]=1, predict the reactants needed to synthesize it. The reactants are: [CH2:1]([O:8][CH:9]1[C:17]([CH3:19])([CH3:18])[CH2:16][C:15]2[N:14]([C:20]3[CH:25]=[C:24]([I:26])[CH:23]=[CH:22][N:21]=3)[N:13]=[C:12]([C:27]([OH:29])=O)[C:11]=2[CH2:10]1)[C:2]1[CH:7]=[CH:6][CH:5]=[CH:4][CH:3]=1.C([O-])(=O)C.[NH4+:34].